This data is from Forward reaction prediction with 1.9M reactions from USPTO patents (1976-2016). The task is: Predict the product of the given reaction. Given the reactants [OH-].[Li+].[Br:3][C:4]1[CH:9]=[CH:8][C:7]([C:10]2[C:11]([C:19]([O:21]C)=[O:20])=[CH:12][C:13]([N:16]([CH3:18])[CH3:17])=[CH:14][CH:15]=2)=[CH:6][CH:5]=1, predict the reaction product. The product is: [Br:3][C:4]1[CH:5]=[CH:6][C:7]([C:10]2[C:11]([C:19]([OH:21])=[O:20])=[CH:12][C:13]([N:16]([CH3:17])[CH3:18])=[CH:14][CH:15]=2)=[CH:8][CH:9]=1.